From a dataset of Reaction yield outcomes from USPTO patents with 853,638 reactions. Predict the reaction yield, written as a fraction of the theoretical maximum amount of product (1.0 means a 100% yield; for example, 0.34 means a 34% yield). (1) The reactants are [CH3:1][O:2][C:3]1[CH:4]=[C:5]2[C:10](=[CH:11][C:12]=1[O:13][CH2:14][CH:15]1[CH2:20][CH2:19][NH:18][CH2:17][CH2:16]1)[N:9]=[CH:8][N:7]=[C:6]2[O:21][C:22]1[CH:23]=[C:24]2[C:28](=[CH:29][CH:30]=1)[NH:27][C:26]([CH3:31])=[CH:25]2.[I-].[K+].Cl.Cl[CH2:36][CH2:37][N:38]1[CH2:43][CH2:42][O:41][CH2:40][CH2:39]1.C(=O)([O-])O.[Na+]. The catalyst is CO. The product is [CH3:1][O:2][C:3]1[CH:4]=[C:5]2[C:10](=[CH:11][C:12]=1[O:13][CH2:14][CH:15]1[CH2:20][CH2:19][N:18]([CH2:36][CH2:37][N:38]3[CH2:43][CH2:42][O:41][CH2:40][CH2:39]3)[CH2:17][CH2:16]1)[N:9]=[CH:8][N:7]=[C:6]2[O:21][C:22]1[CH:23]=[C:24]2[C:28](=[CH:29][CH:30]=1)[NH:27][C:26]([CH3:31])=[CH:25]2. The yield is 0.730. (2) The reactants are [NH2:1][C:2]1[NH:6][N:5]=[C:4]([NH:7][C:8]2[CH:9]=[N:10][CH:11]=[CH:12][CH:13]=2)[C:3]=1[C:14]([NH2:16])=[O:15].[Cl:17][C:18]1[CH:25]=[CH:24][C:21]([CH:22]=O)=[CH:20][CH:19]=1.N1CCCCC1. The catalyst is C(O)C. The product is [Cl:17][C:18]1[CH:25]=[CH:24][C:21]([CH:22]=[N:1][C:2]2[NH:6][N:5]=[C:4]([NH:7][C:8]3[CH:9]=[N:10][CH:11]=[CH:12][CH:13]=3)[C:3]=2[C:14]([NH2:16])=[O:15])=[CH:20][CH:19]=1. The yield is 0.550. (3) The reactants are [CH:1]1([NH:6][C:7]2[C:8]3[N:9]([C:13]([C:24]4[CH:29]=[CH:28][N:27]=[C:26]([NH:30][CH:31]5[CH2:35][CH2:34][CH2:33][CH2:32]5)[N:25]=4)=[C:14]([C:16]4[CH:21]=[CH:20][C:19]([O:22]C)=[CH:18][CH:17]=4)[N:15]=3)[CH:10]=[CH:11][CH:12]=2)[CH2:5][CH2:4][CH2:3][CH2:2]1.B(Br)(Br)Br. The catalyst is ClCCl. The product is [CH:1]1([NH:6][C:7]2[C:8]3[N:9]([C:13]([C:24]4[CH:29]=[CH:28][N:27]=[C:26]([NH:30][CH:31]5[CH2:35][CH2:34][CH2:33][CH2:32]5)[N:25]=4)=[C:14]([C:16]4[CH:17]=[CH:18][C:19]([OH:22])=[CH:20][CH:21]=4)[N:15]=3)[CH:10]=[CH:11][CH:12]=2)[CH2:5][CH2:4][CH2:3][CH2:2]1. The yield is 0.700.